This data is from Experimentally validated miRNA-target interactions with 360,000+ pairs, plus equal number of negative samples. The task is: Binary Classification. Given a miRNA mature sequence and a target amino acid sequence, predict their likelihood of interaction. (1) The miRNA is hsa-miR-769-3p with sequence CUGGGAUCUCCGGGGUCUUGGUU. The protein sequence of the target gene is MGSLPEEKDSALWSDTPKGPLSAYRARASFNSGELLLFWDGQDVIHFKKTIFSTLENDPLFARSYGADLPLEKLRELNFLRCKRVFEYGFFKVEELLKNPLKILVLINCLGMYDWSLANKCVLHMLVFGTTVFVSGSEKHFKYLEKIYSLEIFGCFALTELSHGSNTKAMRTTAHYDPDTQEFILHSPDFEAAKFWVGNLGKTATHAVVFAQLYMPDGQCHGLHSFLVQIRDTKTLLPMTGVMVGDIGKKLGQNGLDNGFAMFNKVRIPRQNLLDRTGNITSEGTYNSPFKDVRQRLGAS.... Result: 0 (no interaction). (2) The miRNA is hsa-miR-1277-3p with sequence UACGUAGAUAUAUAUGUAUUUU. The protein sequence of the target gene is MSSRRKRAPPVRVDEEKRQQLHWNMHEDRRNEPIIISDDDEQPCPGSDTSSAHYIILSDSLKEEVAHRDKKRCSKVVSFSKPIEKEETVGIFSPLSVKLNIVISPYHFDNSWKAFLGELTLQLLPAQSLIENFSERSITLMSSESSNQFLIYVHSKGEDVEKQKKEPMSICDKGILVESSFSGEMLEDLGWLQKKRRIKLYQKPEGNHIIKVGIYLLEAGLAKLDFLSDANSRMKKFNQLMKKVMEKLHNSIIPDVLEEDEDDPESEPEGQDIDELYHFVKQTHQQETQSIQVDVQHPAL.... Result: 0 (no interaction).